Dataset: Peptide-MHC class II binding affinity with 134,281 pairs from IEDB. Task: Regression. Given a peptide amino acid sequence and an MHC pseudo amino acid sequence, predict their binding affinity value. This is MHC class II binding data. (1) The peptide sequence is FCALILAYSNKTVGE. The MHC is DRB1_0301 with pseudo-sequence DRB1_0301. The binding affinity (normalized) is 0.296. (2) The peptide sequence is SRKRRSHDVLTVQFL. The MHC is HLA-DQA10201-DQB10402 with pseudo-sequence HLA-DQA10201-DQB10402. The binding affinity (normalized) is 0.265.